This data is from Forward reaction prediction with 1.9M reactions from USPTO patents (1976-2016). The task is: Predict the product of the given reaction. (1) Given the reactants Br[C:2]1[CH:7]=[CH:6][C:5]([O:8][CH3:9])=[CH:4][CH:3]=1.[Li]CCCC.C([O:19][B:20]([O-])[O-:21])CCC, predict the reaction product. The product is: [CH3:9][O:8][C:5]1[CH:6]=[CH:7][C:2]([B:20]([OH:21])[OH:19])=[CH:3][CH:4]=1. (2) Given the reactants [Cl:1][C:2]1[CH:7]=[CH:6][C:5]([C:8]2[C:13]([CH3:14])=[N:12][NH:11][C:10](=O)[C:9]=2[C:16]2[N:21]=[CH:20][CH:19]=[CH:18][N:17]=2)=[CH:4][CH:3]=1.P(Cl)(Cl)([Cl:24])=O, predict the reaction product. The product is: [Cl:24][C:10]1[N:11]=[N:12][C:13]([CH3:14])=[C:8]([C:5]2[CH:6]=[CH:7][C:2]([Cl:1])=[CH:3][CH:4]=2)[C:9]=1[C:16]1[N:21]=[CH:20][CH:19]=[CH:18][N:17]=1. (3) Given the reactants [N+]([O-])([O-])=[O:2].[NH4+].[Ce].[F:7][C:8]1[CH:13]=[CH:12][CH:11]=[C:10]([F:14])[C:9]=1[C:15]1[S:16][C:17]2[C:18](=[C:20](N)[C:21]([O:26][CH3:27])=[CH:22][C:23]=2[O:24]C)[N:19]=1, predict the reaction product. The product is: [F:7][C:8]1[CH:13]=[CH:12][CH:11]=[C:10]([F:14])[C:9]=1[C:15]1[S:16][C:17]2[C:23](=[O:24])[CH:22]=[C:21]([O:26][CH3:27])[C:20](=[O:2])[C:18]=2[N:19]=1. (4) Given the reactants [H-].[Na+].[I:3][C:4]1[CH:5]=[C:6]2[CH2:21][C@@:11]3([C:19]4[C:14](=[N:15][CH:16]=[CH:17][CH:18]=4)[NH:13][C:12]3=[O:20])[CH2:10][C:7]2=[N:8][CH:9]=1.[CH3:22][Si:23]([CH3:30])([CH3:29])[CH2:24][CH2:25][O:26][CH2:27]Cl, predict the reaction product. The product is: [I:3][C:4]1[CH:5]=[C:6]2[CH2:21][C:11]3([C:19]4[C:14](=[N:15][CH:16]=[CH:17][CH:18]=4)[N:13]([CH2:27][O:26][CH2:25][CH2:24][Si:23]([CH3:30])([CH3:29])[CH3:22])[C:12]3=[O:20])[CH2:10][C:7]2=[N:8][CH:9]=1. (5) Given the reactants [Cl:1][C:2]1[CH:7]=[CH:6][C:5]([C:8]2([C:13](=[S:15])[NH2:14])[CH2:12][CH2:11][O:10][CH2:9]2)=[CH:4][CH:3]=1.Br[CH2:17][C:18](=O)[C:19]([O:21][CH2:22][CH3:23])=[O:20], predict the reaction product. The product is: [Cl:1][C:2]1[CH:7]=[CH:6][C:5]([C:8]2([C:13]3[S:15][CH:17]=[C:18]([C:19]([O:21][CH2:22][CH3:23])=[O:20])[N:14]=3)[CH2:12][CH2:11][O:10][CH2:9]2)=[CH:4][CH:3]=1.